This data is from Full USPTO retrosynthesis dataset with 1.9M reactions from patents (1976-2016). The task is: Predict the reactants needed to synthesize the given product. (1) Given the product [Cl:1][C:2]1[CH:3]=[C:4]2[C:9](=[CH:10][C:11]=1[O:12][CH2:32][C:27]1[CH:28]=[CH:29][CH:30]=[CH:31][N:26]=1)[NH:8][C:7](=[O:13])[C:6]([CH2:14][NH:15][C:16]1[CH:23]=[CH:22][C:19]([C:20]#[N:21])=[C:18]([O:24][CH3:25])[CH:17]=1)=[CH:5]2, predict the reactants needed to synthesize it. The reactants are: [Cl:1][C:2]1[CH:3]=[C:4]2[C:9](=[CH:10][C:11]=1[OH:12])[NH:8][C:7](=[O:13])[C:6]([CH2:14][NH:15][C:16]1[CH:23]=[CH:22][C:19]([C:20]#[N:21])=[C:18]([O:24][CH3:25])[CH:17]=1)=[CH:5]2.[N:26]1[CH:31]=[CH:30][CH:29]=[CH:28][C:27]=1[CH2:32]O.C1(P(C2C=CC=CC=2)C2C=CC=CC=2)C=CC=CC=1.CCOC(/N=N/C(OCC)=O)=O. (2) Given the product [CH3:6][N:8]1[CH2:13][CH2:12][NH:11][CH2:10][C@H:9]1[CH2:14][OH:15], predict the reactants needed to synthesize it. The reactants are: CC(O[C:6]([N:8]1[CH2:13][CH2:12][NH:11][CH2:10][C@H:9]1[C:14](O)=[O:15])=O)(C)C.[H-].[Al+3].[Li+].[H-].[H-].[H-].N.[O-][Mn](=O)(=O)=O.[K+]. (3) Given the product [CH3:28][N:25]1[C:24]([CH2:29][N:30]2[CH2:31][CH2:32][CH:33]([C:36]([OH:39])([CH3:38])[CH3:37])[CH2:34][CH2:35]2)=[N:23][C:22]2[C:26]1=[N:27][C:19]([C:18]1[CH:17]=[N:16][CH:15]=[C:14]3[NH:10][C:11]([CH3:46])=[CH:12][C:13]=13)=[N:20][C:21]=2[N:40]1[CH2:45][CH2:44][O:43][CH2:42][CH2:41]1, predict the reactants needed to synthesize it. The reactants are: C1(S([N:10]2[C:14]3=[CH:15][N:16]=[CH:17][C:18]([C:19]4[N:27]=[C:26]5[C:22]([N:23]=[C:24]([CH2:29][N:30]6[CH2:35][CH2:34][CH:33]([C:36]([OH:39])([CH3:38])[CH3:37])[CH2:32][CH2:31]6)[N:25]5[CH3:28])=[C:21]([N:40]5[CH2:45][CH2:44][O:43][CH2:42][CH2:41]5)[N:20]=4)=[C:13]3[CH:12]=[C:11]2[CH3:46])(=O)=O)C=CC=CC=1. (4) Given the product [Br:13][C:8]1[N:7]=[C:6]([CH2:5][OH:4])[CH:11]=[CH:10][C:9]=1[F:12], predict the reactants needed to synthesize it. The reactants are: C([O:4][CH2:5][C:6]1[CH:11]=[CH:10][C:9]([F:12])=[C:8]([Br:13])[N:7]=1)(=O)C.C(=O)([O-])[O-].[K+].[K+]. (5) Given the product [C:1]([O:5][C:6]([NH:8][C:9]1[S:13][C:12]([C:14]([N:29]([CH3:30])[CH2:28][CH2:27][N:19]([CH3:18])[C:20](=[O:26])[O:21][C:22]([CH3:23])([CH3:24])[CH3:25])=[O:16])=[C:11]([CH3:17])[CH:10]=1)=[O:7])([CH3:2])([CH3:3])[CH3:4], predict the reactants needed to synthesize it. The reactants are: [C:1]([O:5][C:6]([NH:8][C:9]1[S:13][C:12]([C:14]([OH:16])=O)=[C:11]([CH3:17])[CH:10]=1)=[O:7])([CH3:4])([CH3:3])[CH3:2].[CH3:18][N:19]([CH2:27][CH2:28][NH:29][CH3:30])[C:20](=[O:26])[O:21][C:22]([CH3:25])([CH3:24])[CH3:23].Cl.C(N=C=NCCCN(C)C)C. (6) Given the product [F:41][C:19]1[CH:20]=[C:21]([NH:24][C:25]([C:27]2[C:28](=[O:40])[N:29]([C:33]3[CH:34]=[CH:35][C:36]([F:39])=[CH:37][CH:38]=3)[N:30]=[CH:31][CH:32]=2)=[O:26])[CH:22]=[CH:23][C:18]=1[O:17][C:16]1[CH:15]=[CH:14][N:13]=[C:12]2[NH:8][N:9]=[C:10]([N:42]3[CH2:43][CH2:44][N:45]([CH3:48])[CH2:46][CH2:47]3)[C:11]=12, predict the reactants needed to synthesize it. The reactants are: COC1C=CC(C[N:8]2[C:12]3=[N:13][CH:14]=[CH:15][C:16]([O:17][C:18]4[CH:23]=[CH:22][C:21]([NH:24][C:25]([C:27]5[C:28](=[O:40])[N:29]([C:33]6[CH:38]=[CH:37][C:36]([F:39])=[CH:35][CH:34]=6)[N:30]=[CH:31][CH:32]=5)=[O:26])=[CH:20][C:19]=4[F:41])=[C:11]3[C:10]([N:42]3[CH2:47][CH2:46][N:45]([CH3:48])[CH2:44][CH2:43]3)=[N:9]2)=CC=1.C(O)(C(F)(F)F)=O.